Dataset: Peptide-MHC class I binding affinity with 185,985 pairs from IEDB/IMGT. Task: Regression. Given a peptide amino acid sequence and an MHC pseudo amino acid sequence, predict their binding affinity value. This is MHC class I binding data. (1) The peptide sequence is KGPDKLQVY. The MHC is HLA-A31:01 with pseudo-sequence HLA-A31:01. The binding affinity (normalized) is 0.0847. (2) The peptide sequence is VLLTRSPDQ. The MHC is HLA-A26:01 with pseudo-sequence HLA-A26:01. The binding affinity (normalized) is 0.0847. (3) The peptide sequence is TMLLMLLPTA. The MHC is HLA-A30:01 with pseudo-sequence HLA-A30:01. The binding affinity (normalized) is 0.128. (4) The peptide sequence is AAIDGEYRLK. The MHC is HLA-A11:01 with pseudo-sequence HLA-A11:01. The binding affinity (normalized) is 0.459. (5) The peptide sequence is YSGLTPEQK. The MHC is HLA-A68:01 with pseudo-sequence HLA-A68:01. The binding affinity (normalized) is 0.427. (6) The peptide sequence is AAYYFMKFR. The MHC is HLA-A68:01 with pseudo-sequence HLA-A68:01. The binding affinity (normalized) is 0.747.